Dataset: Forward reaction prediction with 1.9M reactions from USPTO patents (1976-2016). Task: Predict the product of the given reaction. (1) The product is: [CH3:6][C:2]1[NH:1][CH:5]=[CH:4][N:3]=1.[CH3:15][O:17][C:18]([Cl:19])=[O:7]. Given the reactants [NH+:1]1[CH:5]=[CH:4][NH:3][CH:2]=1.[CH:6](OC)=[O:7].[NH+]1C=CNC=1.[CH:15]([O:17][CH2:18][Cl:19])=O, predict the reaction product. (2) Given the reactants [C:1](=[O:22])(OC1C=CC([N+]([O-])=O)=CC=1)[O:2][CH2:3][C:4]1[CH:9]=[C:8]([CH3:10])[N:7]=[C:6]([CH3:11])[CH:5]=1.CCN(C(C)C)C(C)C.[CH3:32][N:33]1[CH2:38][CH2:37][NH:36][CH2:35][CH2:34]1, predict the reaction product. The product is: [CH3:32][N:33]1[CH2:38][CH2:37][N:36]([C:1]([O:2][CH2:3][C:4]2[CH:5]=[C:6]([CH3:11])[N:7]=[C:8]([CH3:10])[CH:9]=2)=[O:22])[CH2:35][CH2:34]1. (3) The product is: [Br:1][C:2]1[CH:7]=[CH:6][C:5]([C:8]2[CH2:13][CH2:12][CH2:11][CH2:10][C:9]=2[C:14]([OH:16])=[O:15])=[CH:4][C:3]=1[O:19][CH3:20]. Given the reactants [Br:1][C:2]1[CH:7]=[CH:6][C:5]([C:8]2[CH2:13][CH2:12][CH2:11][CH2:10][C:9]=2[C:14]([O:16]CC)=[O:15])=[CH:4][C:3]=1[O:19][CH3:20].O.[Li+].[OH-], predict the reaction product. (4) Given the reactants [Cl:1][CH2:2][C:3](Cl)=[O:4].C(N(CC)CC)C.[CH2:13]([N:15]1[CH2:20][CH2:19][NH:18][CH2:17][CH2:16]1)[CH3:14], predict the reaction product. The product is: [Cl:1][CH2:2][C:3]([N:18]1[CH2:19][CH2:20][N:15]([CH2:13][CH3:14])[CH2:16][CH2:17]1)=[O:4]. (5) Given the reactants [CH3:1][C:2]1[CH:7]=[C:6]([CH2:8][NH:9][C:10]([C:12]2[C:13]([C:26]([F:29])([F:28])[F:27])=[N:14][C:15]([NH:18][C:19]3[CH:24]=[CH:23][CH:22]=[C:21]([Cl:25])[CH:20]=3)=[N:16][CH:17]=2)=[O:11])[CH:5]=[CH:4][N:3]=1, predict the reaction product. The product is: [ClH:25].[CH3:1][C:2]1[CH:7]=[C:6]([CH2:8][NH:9][C:10]([C:12]2[C:13]([C:26]([F:28])([F:27])[F:29])=[N:14][C:15]([NH:18][C:19]3[CH:24]=[CH:23][CH:22]=[C:21]([Cl:25])[CH:20]=3)=[N:16][CH:17]=2)=[O:11])[CH:5]=[CH:4][N:3]=1. (6) Given the reactants Br[C:2]1[CH:3]=[C:4]([O:15][C:16]2[CH:21]=[CH:20][CH:19]=[CH:18][CH:17]=2)[C:5]([NH:8][C:9]2[S:10][CH:11]=[C:12]([CH3:14])[N:13]=2)=[N:6][CH:7]=1.[Li]C.C([Li])CCC.CN([CH:32]=[O:33])C.C(=O)(O)[O-].[Na+], predict the reaction product. The product is: [CH3:14][C:12]1[N:13]=[C:9]([NH:8][C:5]2[C:4]([O:15][C:16]3[CH:21]=[CH:20][CH:19]=[CH:18][CH:17]=3)=[CH:3][C:2]([CH:32]=[O:33])=[CH:7][N:6]=2)[S:10][CH:11]=1. (7) The product is: [C:1]([O:5][C:6](=[O:31])[N:7]([C@H:9]([C:11](=[O:30])[NH:12][C@H:13]([C:17]([N:19]1[C:23]2=[N:24][CH:25]=[CH:26][CH:27]=[C:22]2[CH2:21][C@H:20]1[CH2:28][NH:29][C:39](=[O:46])[C:40]1[CH:45]=[CH:44][CH:43]=[CH:42][CH:41]=1)=[O:18])[CH:14]([CH3:16])[CH3:15])[CH3:10])[CH3:8])([CH3:2])([CH3:4])[CH3:3]. Given the reactants [C:1]([O:5][C:6](=[O:31])[N:7]([C@H:9]([C:11](=[O:30])[NH:12][C@H:13]([C:17]([N:19]1[C:23]2=[N:24][CH:25]=[CH:26][CH:27]=[C:22]2[CH2:21][C@H:20]1[CH2:28][NH2:29])=[O:18])[CH:14]([CH3:16])[CH3:15])[CH3:10])[CH3:8])([CH3:4])([CH3:3])[CH3:2].C(N(CC)CC)C.[C:39](Cl)(=[O:46])[C:40]1[CH:45]=[CH:44][CH:43]=[CH:42][CH:41]=1, predict the reaction product.